From a dataset of Reaction yield outcomes from USPTO patents with 853,638 reactions. Predict the reaction yield, written as a fraction of the theoretical maximum amount of product (1.0 means a 100% yield; for example, 0.34 means a 34% yield). (1) The reactants are Br[C:2]1[C:3]([O:17][C:18]2[CH:23]=[CH:22][C:21]([F:24])=[CH:20][CH:19]=2)=[C:4]2[C:9](=[CH:10][CH:11]=1)[N:8]([C:12]([O:14][CH3:15])=[O:13])[C@@H:7]([CH3:16])[CH2:6][CH2:5]2.CC1(C)C(C)(C)OB([C:33]2[CH:34]=[N:35][N:36]([CH:38]3[CH2:41][N:40]([C:42]([O:44][C:45]([CH3:48])([CH3:47])[CH3:46])=[O:43])[CH2:39]3)[CH:37]=2)O1.C(=O)([O-])[O-].[Cs+].[Cs+]. The catalyst is CC(C1C=C(C(C)C)C(C2C=CC=C(P(C3CCCCC3)C3CCCCC3)C=2)=C(C(C)C)C=1)C.C1C=[C-]C(C2C(N)=CC=CC=2)=CC=1.Cl[Pd+].O1CCOCC1.O. The product is [C:45]([O:44][C:42]([N:40]1[CH2:41][CH:38]([N:36]2[CH:37]=[C:33]([C:2]3[C:3]([O:17][C:18]4[CH:19]=[CH:20][C:21]([F:24])=[CH:22][CH:23]=4)=[C:4]4[C:9](=[CH:10][CH:11]=3)[N:8]([C:12]([O:14][CH3:15])=[O:13])[C@@H:7]([CH3:16])[CH2:6][CH2:5]4)[CH:34]=[N:35]2)[CH2:39]1)=[O:43])([CH3:48])([CH3:46])[CH3:47]. The yield is 0.720. (2) The reactants are C[N+]1([O-])CCOCC1.[Cl:9][C:10]1[CH:20]=[CH:19][C:13]([CH2:14][NH:15][C:16](=[O:18])[CH3:17])=[CH:12][C:11]=1[CH2:21][OH:22]. The catalyst is CC#N.[Ru]([O-])(=O)(=O)=O.C([N+](CCC)(CCC)CCC)CC. The product is [Cl:9][C:10]1[CH:20]=[CH:19][C:13]([CH2:14][NH:15][C:16](=[O:18])[CH3:17])=[CH:12][C:11]=1[CH:21]=[O:22]. The yield is 0.660. (3) The reactants are F[P-](F)(F)(F)(F)F.N1(OC(N(C)C)=[N+](C)C)C2N=CC=CC=2N=N1.[C:25]([O:29][C:30]([NH:32][C:33]1([C:48](O)=[O:49])[CH2:38][CH2:37][N:36]([C:39]2[C:40]3[CH:47]=[CH:46][NH:45][C:41]=3[N:42]=[CH:43][N:44]=2)[CH2:35][CH2:34]1)=[O:31])([CH3:28])([CH3:27])[CH3:26].C(N(CC)C(C)C)(C)C.[Cl:60][C:61]1[CH:66]=[CH:65][C:64]([CH:67]([NH2:73])[CH2:68][CH2:69][N:70]([CH3:72])[CH3:71])=[CH:63][CH:62]=1. The catalyst is CN1C(=O)CCC1.CO. The product is [Cl:60][C:61]1[CH:62]=[CH:63][C:64]([CH:67]([NH:73][C:48]([C:33]2([NH:32][C:30](=[O:31])[O:29][C:25]([CH3:27])([CH3:28])[CH3:26])[CH2:38][CH2:37][N:36]([C:39]3[C:40]4[CH:47]=[CH:46][NH:45][C:41]=4[N:42]=[CH:43][N:44]=3)[CH2:35][CH2:34]2)=[O:49])[CH2:68][CH2:69][N:70]([CH3:72])[CH3:71])=[CH:65][CH:66]=1. The yield is 0.760. (4) The reactants are [NH2:1][C:2]1[CH:7]=[CH:6][C:5]([C:8]2[N:9]([CH2:21][CH3:22])[C:10]3[C:15]([C:16]=2[C:17]#[N:18])=[CH:14][CH:13]=[C:12]([O:19][CH3:20])[CH:11]=3)=[CH:4][CH:3]=1.Cl[C:24]1[C:33]2[C:28](=[CH:29][CH:30]=[CH:31][CH:32]=2)[N:27]=[C:26]([C:34]2[CH:39]=[CH:38][CH:37]=[CH:36][CH:35]=2)[N:25]=1.C(N(C(C)C)CC)(C)C. The catalyst is C(O)C. The product is [CH2:21]([N:9]1[C:10]2[C:15](=[CH:14][CH:13]=[C:12]([O:19][CH3:20])[CH:11]=2)[C:16]([C:17]#[N:18])=[C:8]1[C:5]1[CH:4]=[CH:3][C:2]([NH:1][C:24]2[C:33]3[C:28](=[CH:29][CH:30]=[CH:31][CH:32]=3)[N:27]=[C:26]([C:34]3[CH:39]=[CH:38][CH:37]=[CH:36][CH:35]=3)[N:25]=2)=[CH:7][CH:6]=1)[CH3:22]. The yield is 0.820. (5) The reactants are [NH2:1][CH2:2][CH:3]1[CH2:8][CH2:7][NH:6][CH2:5][CH2:4]1.C(=O)C1C=CC=CC=1.[CH2:17]([O:24][C:25](Cl)=[O:26])[C:18]1[CH:23]=[CH:22][CH:21]=[CH:20][CH:19]=1.[K]. The catalyst is C1(C)C=CC=CC=1. The product is [CH2:17]([O:24][C:25]([N:6]1[CH2:7][CH2:8][CH:3]([CH2:2][NH2:1])[CH2:4][CH2:5]1)=[O:26])[C:18]1[CH:23]=[CH:22][CH:21]=[CH:20][CH:19]=1. The yield is 0.910. (6) The reactants are [Br:1][C:2]1[CH:3]=[C:4]([C:14]([O:16][CH3:17])=[O:15])[C:5]2[CH:6]=[CH:7][N:8]([CH:11]([CH3:13])[CH3:12])[C:9]=2[CH:10]=1.[B-](F)(F)(F)[F:19].[B-](F)(F)(F)F.C1[N+]2(CCl)CC[N+](F)(CC2)C1.[N+](CC)([O-])=O. No catalyst specified. The product is [Br:1][C:2]1[CH:3]=[C:4]([C:14]([O:16][CH3:17])=[O:15])[C:5]2[C:6]([F:19])=[CH:7][N:8]([CH:11]([CH3:13])[CH3:12])[C:9]=2[CH:10]=1. The yield is 0.205. (7) The reactants are [CH3:1][O:2][C:3]1[CH:14]=[C:6]2[N:7]=[CH:8][C:9]([N+:11]([O-])=O)=[CH:10][N:5]2[N:4]=1. The catalyst is C(OCC)(=O)C.CO.[Pd]. The product is [CH3:1][O:2][C:3]1[CH:14]=[C:6]2[N:7]=[CH:8][C:9]([NH2:11])=[CH:10][N:5]2[N:4]=1. The yield is 0.220. (8) The reactants are [CH:1]1([N:6]2[C:11]3[N:12]=[C:13](S(C)=O)[N:14]=[CH:15][C:10]=3[CH:9]=[C:8]([F:19])[C:7]2=[O:20])[CH2:5][CH2:4][CH2:3][CH2:2]1.[C:21]([O:25][C:26]([N:28]1[CH2:33][CH2:32][N:31]([C:34]2[CH:35]=[N:36][C:37]([NH2:40])=[CH:38][CH:39]=2)[CH2:30][CH2:29]1)=[O:27])([CH3:24])([CH3:23])[CH3:22]. The catalyst is C1(C)C=CC=CC=1. The product is [C:21]([O:25][C:26]([N:28]1[CH2:33][CH2:32][N:31]([C:34]2[CH:35]=[N:36][C:37]([NH:40][C:13]3[N:14]=[CH:15][C:10]4[CH:9]=[C:8]([F:19])[C:7](=[O:20])[N:6]([CH:1]5[CH2:5][CH2:4][CH2:3][CH2:2]5)[C:11]=4[N:12]=3)=[CH:38][CH:39]=2)[CH2:30][CH2:29]1)=[O:27])([CH3:24])([CH3:22])[CH3:23]. The yield is 0.250.